Regression. Given a peptide amino acid sequence and an MHC pseudo amino acid sequence, predict their binding affinity value. This is MHC class I binding data. From a dataset of Peptide-MHC class I binding affinity with 185,985 pairs from IEDB/IMGT. (1) The peptide sequence is AQPQNGQFI. The MHC is H-2-Kb with pseudo-sequence H-2-Kb. The binding affinity (normalized) is 0.0352. (2) The binding affinity (normalized) is 0. The peptide sequence is KSINKVYGK. The MHC is HLA-B42:01 with pseudo-sequence HLA-B42:01. (3) The peptide sequence is AYDHGNVIL. The MHC is HLA-B35:01 with pseudo-sequence HLA-B35:01. The binding affinity (normalized) is 0.0847. (4) The peptide sequence is IRTFSFQLI. The MHC is HLA-A24:02 with pseudo-sequence HLA-A24:02. The binding affinity (normalized) is 0.166. (5) The peptide sequence is KASEYLQLV. The MHC is HLA-A02:01 with pseudo-sequence HLA-A02:01. The binding affinity (normalized) is 0.536. (6) The peptide sequence is QTGINNVQSL. The MHC is HLA-A68:02 with pseudo-sequence HLA-A68:02. The binding affinity (normalized) is 0.135. (7) The peptide sequence is VAMLLTHGA. The MHC is HLA-A68:02 with pseudo-sequence HLA-A68:02. The binding affinity (normalized) is 0.154. (8) The peptide sequence is SYIRYFTVF. The MHC is HLA-B46:01 with pseudo-sequence HLA-B46:01. The binding affinity (normalized) is 0.0847.